From a dataset of Catalyst prediction with 721,799 reactions and 888 catalyst types from USPTO. Predict which catalyst facilitates the given reaction. (1) Reactant: [O:1]1[CH2:5][CH2:4][O:3][CH:2]1[CH2:6][C@H:7]([C:10]1[C:18]2[C:13](=[CH:14][CH:15]=[CH:16][CH:17]=2)[N:12]([CH3:19])[CH:11]=1)[CH2:8][OH:9].CCN(CC)CC.[CH3:27][S:28](Cl)(=[O:30])=[O:29]. Product: [O:1]1[CH2:5][CH2:4][O:3][CH:2]1[CH2:6][C@H:7]([C:10]1[C:18]2[C:13](=[CH:14][CH:15]=[CH:16][CH:17]=2)[N:12]([CH3:19])[CH:11]=1)[CH2:8][O:9][S:28]([CH3:27])(=[O:30])=[O:29]. The catalyst class is: 34. (2) Reactant: [CH2:1]([C:3]([C:25]1[CH:30]=[CH:29][C:28](B2OC(C)(C)C(C)(C)O2)=[C:27]([CH3:40])[CH:26]=1)([C:6]1[CH:11]=[CH:10][C:9]([C:12]#[C:13][C:14]2([O:19][Si:20]([CH3:23])([CH3:22])[CH3:21])[CH2:18][CH2:17][CH2:16][CH2:15]2)=[C:8]([CH3:24])[CH:7]=1)[CH2:4][CH3:5])[CH3:2].[CH3:41][O:42][C:43](=[O:52])[CH2:44][C:45]1[CH:50]=[CH:49][C:48](Br)=[CH:47][N:46]=1.P([O-])([O-])([O-])=O.[K+].[K+].[K+].[Cl-].[NH4+]. Product: [CH3:41][O:42][C:43](=[O:52])[CH2:44][C:45]1[CH:50]=[CH:49][C:48]([C:28]2[CH:29]=[CH:30][C:25]([C:3]([CH2:1][CH3:2])([C:6]3[CH:11]=[CH:10][C:9]([C:12]#[C:13][C:14]4([O:19][Si:20]([CH3:22])([CH3:21])[CH3:23])[CH2:18][CH2:17][CH2:16][CH2:15]4)=[C:8]([CH3:24])[CH:7]=3)[CH2:4][CH3:5])=[CH:26][C:27]=2[CH3:40])=[CH:47][N:46]=1. The catalyst class is: 9. (3) Reactant: Br[C:2]1[CH:9]=[CH:8][CH:7]=[CH:6][C:3]=1[CH2:4][OH:5].[F:10][C:11]1[CH:16]=[CH:15][C:14](B(O)O)=[CH:13][CH:12]=1.[O-]P([O-])([O-])=O.[K+].[K+].[K+]. Product: [F:10][C:11]1[CH:16]=[CH:15][C:14]([C:2]2[CH:9]=[CH:8][CH:7]=[CH:6][C:3]=2[CH2:4][OH:5])=[CH:13][CH:12]=1. The catalyst class is: 233. (4) Reactant: C([O:8][C:9]1[CH:14]=[C:13]([O:15]CC2C=CC=CC=2)[C:12]([CH:23]([CH3:25])[CH3:24])=[CH:11][C:10]=1[C:26]1[N:27]([C:32]2[CH:33]=[C:34]3[C:38](=[CH:39][CH:40]=2)[N:37]([CH3:41])[CH:36]=[CH:35]3)[C:28]([OH:31])=[N:29][N:30]=1)C1C=CC=CC=1.[H][H].CO. Product: [OH:31][C:28]1[N:27]([C:32]2[CH:33]=[C:34]3[C:38](=[CH:39][CH:40]=2)[N:37]([CH3:41])[CH:36]=[CH:35]3)[C:26]([C:10]2[CH:11]=[C:12]([CH:23]([CH3:24])[CH3:25])[C:13]([OH:15])=[CH:14][C:9]=2[OH:8])=[N:30][N:29]=1. The catalyst class is: 1. (5) Reactant: C([N:8]1[CH2:13][CH2:12][C:11]([N:15]2[CH2:20][CH2:19][N:18]([C:21]([O:23][C:24]([CH3:27])([CH3:26])[CH3:25])=[O:22])[CH2:17][CH2:16]2)([CH3:14])[CH2:10][CH2:9]1)C1C=CC=CC=1.[H][H].Cl. Product: [CH3:14][C:11]1([N:15]2[CH2:16][CH2:17][N:18]([C:21]([O:23][C:24]([CH3:27])([CH3:26])[CH3:25])=[O:22])[CH2:19][CH2:20]2)[CH2:12][CH2:13][NH:8][CH2:9][CH2:10]1. The catalyst class is: 19. (6) Reactant: [CH3:1][S:2]([O:5][C:6]1([CH2:9][CH2:10]Cl)[CH2:8][CH2:7]1)(=[O:4])=[O:3].[C:12]([O-:16])(=[O:15])[CH2:13][CH3:14].[Na+].[I-].[Na+].CN(C)C(=O)C. Product: [CH3:1][S:2]([O:5][C:6]1([CH2:9][CH2:10][O:16][C:12](=[O:15])[CH2:13][CH3:14])[CH2:8][CH2:7]1)(=[O:4])=[O:3]. The catalyst class is: 6.